From a dataset of NCI-60 drug combinations with 297,098 pairs across 59 cell lines. Regression. Given two drug SMILES strings and cell line genomic features, predict the synergy score measuring deviation from expected non-interaction effect. (1) Drug 1: CC12CCC(CC1=CCC3C2CCC4(C3CC=C4C5=CN=CC=C5)C)O. Drug 2: CN(CC1=CN=C2C(=N1)C(=NC(=N2)N)N)C3=CC=C(C=C3)C(=O)NC(CCC(=O)O)C(=O)O. Cell line: SK-MEL-2. Synergy scores: CSS=-0.319, Synergy_ZIP=-2.55, Synergy_Bliss=1.38, Synergy_Loewe=-9.10, Synergy_HSA=-3.00. (2) Drug 1: CC1=CC=C(C=C1)C2=CC(=NN2C3=CC=C(C=C3)S(=O)(=O)N)C(F)(F)F. Drug 2: CC1CCC2CC(C(=CC=CC=CC(CC(C(=O)C(C(C(=CC(C(=O)CC(OC(=O)C3CCCCN3C(=O)C(=O)C1(O2)O)C(C)CC4CCC(C(C4)OC)O)C)C)O)OC)C)C)C)OC. Cell line: RPMI-8226. Synergy scores: CSS=3.58, Synergy_ZIP=8.20, Synergy_Bliss=6.20, Synergy_Loewe=7.08, Synergy_HSA=4.18.